Dataset: Catalyst prediction with 721,799 reactions and 888 catalyst types from USPTO. Task: Predict which catalyst facilitates the given reaction. (1) Reactant: [NH:1]([C:7]([O:9][C:10]([CH3:13])([CH3:12])[CH3:11])=[O:8])[C@@H:2]([C:4]([OH:6])=O)[CH3:3].C([N:16]([CH2:19]C)[CH2:17][CH3:18])C.ClC(OCC(C)C)=O.[CH2:29]([CH2:36]N)[C:30]1C=CC=[CH:32][CH:31]=1.C(=O)(O)[O-].[Na+]. Product: [C:10]([O:9][C:7](=[O:8])[NH:1][C@H:2]([CH3:3])[C:4]([N:16]([CH2:17][C:18]1[CH:32]=[CH:31][CH:30]=[CH:29][CH:36]=1)[CH3:19])=[O:6])([CH3:13])([CH3:12])[CH3:11]. The catalyst class is: 1. (2) Reactant: [Cl:1][C:2]1[NH:3][C:4]2[C:9]([CH:10]=1)=[CH:8][CH:7]=[C:6]([Cl:11])[CH:5]=2.Br[C:13]1[CH:14]=[N:15][N:16]([CH2:18][CH2:19][CH3:20])[CH:17]=1.P([O-])([O-])([O-])=O.[K+].[K+].[K+].CNCCNC. Product: [Cl:1][C:2]1[N:3]([C:13]2[CH:14]=[N:15][N:16]([CH2:18][CH2:19][CH3:20])[CH:17]=2)[C:4]2[C:9]([CH:10]=1)=[CH:8][CH:7]=[C:6]([Cl:11])[CH:5]=2. The catalyst class is: 432. (3) Reactant: [NH:1]1[C:5]2=[N:6][CH:7]=[CH:8][CH:9]=[C:4]2[CH:3]=[CH:2]1.[H-].[Na+].CS(O[C@H:17]1[CH2:20][C@@H:19]([NH:21][C:22]([O:24][C:25]([CH3:28])([CH3:27])[CH3:26])=[O:23])[CH2:18]1)(=O)=O. Product: [C:25]([O:24][C:22](=[O:23])[NH:21][C@H:19]1[CH2:18][C@H:17]([N:1]2[C:5]3=[N:6][CH:7]=[CH:8][CH:9]=[C:4]3[CH:3]=[CH:2]2)[CH2:20]1)([CH3:28])([CH3:26])[CH3:27]. The catalyst class is: 3. (4) Reactant: [CH2:1]([NH:3][C:4]1[CH:5]=[N:6][O:7][C:8]=1[CH3:9])[CH3:2].C(N(CC)CC)C.[CH3:17][CH2:18][CH2:19][C:20](Cl)=[O:21]. Product: [C:20]([N:3]([C:4]1[CH:5]=[N:6][O:7][C:8]=1[CH3:9])[CH2:1][CH3:2])(=[O:21])[CH2:19][CH2:18][CH3:17]. The catalyst class is: 2. (5) Reactant: [OH:1][C:2]1[CH:11]=[C:10]2[C:5]([CH2:6][CH:7]([C:12]([O:14][C:15]([CH3:18])([CH3:17])[CH3:16])=[O:13])[CH2:8][O:9]2)=[CH:4][CH:3]=1.C(=O)([O-])[O-].[K+].[K+].[Br:25][C:26]1[CH:31]=[CH:30][C:29]([C:32]2[O:33][C:34]([CH3:39])=[C:35]([CH2:37]Cl)[N:36]=2)=[CH:28][CH:27]=1. Product: [C:15]([O:14][C:12]([CH:7]1[CH2:6][C:5]2[C:10](=[CH:11][C:2]([O:1][CH2:37][C:35]3[N:36]=[C:32]([C:29]4[CH:30]=[CH:31][C:26]([Br:25])=[CH:27][CH:28]=4)[O:33][C:34]=3[CH3:39])=[CH:3][CH:4]=2)[O:9][CH2:8]1)=[O:13])([CH3:18])([CH3:17])[CH3:16]. The catalyst class is: 6. (6) Reactant: CCN(C(C)C)C(C)C.[CH3:10][O:11][C:12]1[CH:13]=[CH:14][CH:15]=[C:16]2[C:21]=1[O:20][C:19](=[O:22])[C:18]([C:23]([OH:25])=O)=[CH:17]2.CN(C(ON1N=NC2C=CC=NC1=2)=[N+](C)C)C.F[P-](F)(F)(F)(F)F.[CH3:50][O:51][C:52]1[CH:53]=[C:54]([C:58]2[CH:59]=[C:60]([NH2:64])[CH:61]=[CH:62][CH:63]=2)[CH:55]=[N:56][CH:57]=1. Product: [CH3:50][O:51][C:52]1[CH:53]=[C:54]([C:58]2[CH:59]=[C:60]([NH:64][C:23]([C:18]3[C:19](=[O:22])[O:20][C:21]4[C:16]([CH:17]=3)=[CH:15][CH:14]=[CH:13][C:12]=4[O:11][CH3:10])=[O:25])[CH:61]=[CH:62][CH:63]=2)[CH:55]=[N:56][CH:57]=1. The catalyst class is: 3. (7) Reactant: CCN=C=NCCCN(C)C.[CH3:12][C:13]1[CH:18]=[CH:17][C:16]([C:19]2[CH:24]=[C:23]([N:25]3[CH:29]=[N:28][N:27]=[N:26]3)[CH:22]=[C:21]([C:30](O)=[O:31])[CH:20]=2)=[CH:15][CH:14]=1.C1C=CC2N(O)N=NC=2C=1.CN1C(=O)CCC1.[CH3:50][C@H:51]([NH2:59])[CH2:52][N:53]1[CH2:58][CH2:57][O:56][CH2:55][CH2:54]1. Product: [CH3:50][CH:51]([NH:59][C:30]([C:21]1[CH:20]=[C:19]([C:16]2[CH:17]=[CH:18][C:13]([CH3:12])=[CH:14][CH:15]=2)[CH:24]=[C:23]([N:25]2[CH:29]=[N:28][N:27]=[N:26]2)[CH:22]=1)=[O:31])[CH2:52][N:53]1[CH2:58][CH2:57][O:56][CH2:55][CH2:54]1. The catalyst class is: 2. (8) Reactant: [CH3:1][CH:2]1[CH2:7][NH:6][CH2:5][CH2:4][NH:3]1.[CH2:8]([O:15][C:16](Cl)=[O:17])[C:9]1[CH:14]=[CH:13][CH:12]=[CH:11][CH:10]=1.C(N(C(C)C)CC)(C)C.[CH3:28][C:29]([O:32][C:33](O[C:33]([O:32][C:29]([CH3:31])([CH3:30])[CH3:28])=[O:34])=[O:34])([CH3:31])[CH3:30]. Product: [CH3:1][CH:2]1[CH2:7][N:6]([C:16]([O:15][CH2:8][C:9]2[CH:14]=[CH:13][CH:12]=[CH:11][CH:10]=2)=[O:17])[CH2:5][CH2:4][N:3]1[C:33]([O:32][C:29]([CH3:31])([CH3:30])[CH3:28])=[O:34]. The catalyst class is: 2. (9) Reactant: [CH3:1][C:2]1[CH:3]=[C:4]([NH:8][C:9]2[S:10][C:11]([C:20]([O:22]CC)=[O:21])=[C:12]([C:14]3[CH:19]=[CH:18][N:17]=[CH:16][CH:15]=3)[N:13]=2)[CH:5]=[CH:6][CH:7]=1.[OH-].[Na+]. Product: [CH3:1][C:2]1[CH:3]=[C:4]([NH:8][C:9]2[S:10][C:11]([C:20]([OH:22])=[O:21])=[C:12]([C:14]3[CH:19]=[CH:18][N:17]=[CH:16][CH:15]=3)[N:13]=2)[CH:5]=[CH:6][CH:7]=1. The catalyst class is: 5. (10) Reactant: [CH3:1][S:2]([N:5]1[CH2:10][CH:9]=[C:8]([C:11]2[CH:12]=[C:13]3[CH2:19][C@@:18]([CH3:26])([CH:20]4[CH2:25][CH2:24][NH:23][CH2:22][CH2:21]4)[O:17][C:14]3=[CH:15][N:16]=2)[CH2:7][CH2:6]1)(=[O:4])=[O:3].Cl[C:28]1[N:33]=[CH:32][C:31]([CH2:34][CH3:35])=[CH:30][N:29]=1.C(=O)([O-])[O-].[K+].[K+]. Product: [CH2:34]([C:31]1[CH:30]=[N:29][C:28]([N:23]2[CH2:24][CH2:25][CH:20]([C@@:18]3([CH3:26])[O:17][C:14]4=[CH:15][N:16]=[C:11]([C:8]5[CH2:9][CH2:10][N:5]([S:2]([CH3:1])(=[O:3])=[O:4])[CH2:6][CH:7]=5)[CH:12]=[C:13]4[CH2:19]3)[CH2:21][CH2:22]2)=[N:33][CH:32]=1)[CH3:35]. The catalyst class is: 16.